Dataset: Catalyst prediction with 721,799 reactions and 888 catalyst types from USPTO. Task: Predict which catalyst facilitates the given reaction. (1) Reactant: [F:1][C:2]1([F:17])[CH2:7][CH2:6][CH:5]([CH2:8][CH2:9][C:10](=[O:16])[C:11]([O:13][CH2:14][CH3:15])=[O:12])[CH2:4][CH2:3]1.[Br-:18].[Br-].[Br-].C([N+](CCCC)(CCCC)CCCC)CCC.C([N+](CCCC)(CCCC)CCCC)CCC.C([N+](CCCC)(CCCC)CCCC)CCC.C(=O)([O-])O.[Na+]. Product: [Br:18][CH:9]([CH2:8][CH:5]1[CH2:6][CH2:7][C:2]([F:17])([F:1])[CH2:3][CH2:4]1)[C:10](=[O:16])[C:11]([O:13][CH2:14][CH3:15])=[O:12]. The catalyst class is: 8. (2) The catalyst class is: 240. Reactant: [CH:1]([CH:4]1[N:9]([C:10]2[CH:19]=[N:18][C:17]3[C:12](=[CH:13][CH:14]=[CH:15][CH:16]=3)[N:11]=2)[CH2:8][CH2:7][N:6](C(OC(C)(C)C)=O)[CH2:5]1)([CH3:3])[CH3:2]. Product: [CH:1]([CH:4]1[CH2:5][NH:6][CH2:7][CH2:8][N:9]1[C:10]1[CH:19]=[N:18][C:17]2[C:12](=[CH:13][CH:14]=[CH:15][CH:16]=2)[N:11]=1)([CH3:3])[CH3:2].